Dataset: NCI-60 drug combinations with 297,098 pairs across 59 cell lines. Task: Regression. Given two drug SMILES strings and cell line genomic features, predict the synergy score measuring deviation from expected non-interaction effect. Drug 1: C1=NC(=NC(=O)N1C2C(C(C(O2)CO)O)O)N. Drug 2: C1=CN(C=N1)CC(O)(P(=O)(O)O)P(=O)(O)O. Cell line: OVCAR3. Synergy scores: CSS=25.3, Synergy_ZIP=-5.70, Synergy_Bliss=-0.848, Synergy_Loewe=1.45, Synergy_HSA=3.79.